From a dataset of Reaction yield outcomes from USPTO patents with 853,638 reactions. Predict the reaction yield, written as a fraction of the theoretical maximum amount of product (1.0 means a 100% yield; for example, 0.34 means a 34% yield). (1) The reactants are [OH:1][C:2]1[C:19]2[CH2:18][C@@:17]([OH:24])([C:20](=[O:23])[CH2:21][OH:22])[CH2:16][C@H:15]([O:25][C@@H:26]3[O:40][C@@H:39]([CH3:41])[C@H:29]4[O:30][C@H:31]5[N:36]([C@H:28]4[CH2:27]3)[CH2:35][CH2:34][O:33][C@@H:32]5[O:37][CH3:38])[C:14]=2[C:13]([OH:42])=[C:12]2[C:3]=1[C:4](=[O:46])[C:5]1[CH:6]=[CH:7][CH:8]=[C:9]([O:44][CH3:45])[C:10]=1[C:11]2=[O:43].[CH2:47]([O:49][C:50](=[O:59])[CH2:51][O:52][C:53]1[CH2:58][CH2:57][CH2:56][CH2:55][CH:54]=1)[CH3:48].O.C1(C)C=CC(S(O)(=O)=O)=CC=1.C(=O)(O)[O-].[Na+]. The catalyst is CN(C)C=O. The product is [O:23]=[C:20]([C@@:17]1([OH:24])[CH2:16][C@H:15]([O:25][C@@H:26]2[O:40][C@@H:39]([CH3:41])[C@H:29]3[O:30][C@H:31]4[N:36]([C@H:28]3[CH2:27]2)[CH2:35][CH2:34][O:33][C@@H:32]4[O:37][CH3:38])[C:14]2[C:19](=[C:2]([OH:1])[C:3]3[C:4](=[O:46])[C:5]4[C:10]([C:11](=[O:43])[C:12]=3[C:13]=2[OH:42])=[C:9]([O:44][CH3:45])[CH:8]=[CH:7][CH:6]=4)[CH2:18]1)[CH2:21][O:22][C:53]1([O:52][CH2:51][C:50]([O:49][CH2:47][CH3:48])=[O:59])[CH2:58][CH2:57][CH2:56][CH2:55][CH2:54]1. The yield is 0.370. (2) The reactants are Cl.[OH:2][CH:3]1[O:11][C@H:10]([CH2:12][OH:13])[C@@H:8]([OH:9])[C@H:6]([OH:7])[C@@H:4]1[NH2:5].C[O-].[Na+].Cl[CH2:18][C:19]([O:21]C(=O)CCl)=O.[N-:26]=[N+:27]=[N-:28].[Na+]. The catalyst is CO.CN(C=O)C. The product is [N:26]([CH2:18][C:19]([NH:5][C@H:4]1[C@@H:6]([OH:7])[C@H:8]([OH:9])[C@@H:10]([CH2:12][OH:13])[O:11][CH:3]1[OH:2])=[O:21])=[N+:27]=[N-:28]. The yield is 0.590. (3) The reactants are [Cl:1][C:2]1[C:18]([C:19]([F:22])([F:21])[F:20])=[CH:17][CH:16]=[CH:15][C:3]=1[CH2:4][N:5]1[C@@H:10]([CH2:11][CH3:12])[CH2:9][NH:8][C:7](=S)[C:6]1=[O:14].[N:23]1[CH:28]=[CH:27][N:26]=[CH:25][C:24]=1[C:29]([NH:31][NH2:32])=O. The catalyst is C(O)CCC. The product is [Cl:1][C:2]1[C:18]([C:19]([F:22])([F:21])[F:20])=[CH:17][CH:16]=[CH:15][C:3]=1[CH2:4][N:5]1[C@@H:10]([CH2:11][CH3:12])[CH2:9][N:8]2[C:29]([C:24]3[CH:25]=[N:26][CH:27]=[CH:28][N:23]=3)=[N:31][N:32]=[C:7]2[C:6]1=[O:14]. The yield is 0.750. (4) The product is [CH2:1]([O:3][C:4]([C:6]1[N:7]([S:17]([CH3:16])(=[O:19])=[O:18])[CH:8]=[C:9]([N+:11]([O-:13])=[O:12])[CH:10]=1)=[O:5])[CH3:2]. The reactants are [CH2:1]([O:3][C:4]([C:6]1[NH:7][CH:8]=[C:9]([N+:11]([O-:13])=[O:12])[CH:10]=1)=[O:5])[CH3:2].[H-].[Na+].[CH3:16][S:17](Cl)(=[O:19])=[O:18].O. The yield is 0.840. The catalyst is C1COCC1. (5) The reactants are [Cl:1][C:2]1[CH:10]=[CH:9][C:5]([C:6]([OH:8])=O)=[CH:4][CH:3]=1.CN(C(ON1N=NC2C=CC=CC1=2)=[N+](C)C)C.[B-](F)(F)(F)F.CCN(C(C)C)C(C)C.[N:42]1([CH2:46][C@@H:47]([NH:51][CH2:52][CH3:53])[CH:48]([CH3:50])[CH3:49])[CH2:45][CH2:44][CH2:43]1. The catalyst is CN(C=O)C.C(Cl)Cl.C([O-])(O)=O.[Na+]. The product is [N:42]1([CH2:46][C@@H:47]([N:51]([CH2:52][CH3:53])[C:6](=[O:8])[C:5]2[CH:4]=[CH:3][C:2]([Cl:1])=[CH:10][CH:9]=2)[CH:48]([CH3:50])[CH3:49])[CH2:45][CH2:44][CH2:43]1. The yield is 0.0200. (6) The reactants are Cl[C:2]1[CH:7]=[C:6]([CH3:8])[CH:5]=[CH:4][N+:3]=1[O-:9].[NH2:10][CH2:11][CH2:12][CH2:13][OH:14].C([O-])(O)=O.[Na+].C(O)(CC)(C)C. The catalyst is C(Cl)Cl. The product is [OH:14][CH2:13][CH2:12][CH2:11][NH:10][C:2]1[CH:7]=[C:6]([CH3:8])[CH:5]=[CH:4][N+:3]=1[O-:9]. The yield is 0.880. (7) The reactants are [CH3:1][O:2][C:3](=[O:13])[CH2:4][C:5]1[C:6]([Cl:12])=[N:7][CH:8]=[N:9][C:10]=1[Cl:11].[CH3:14]I. The catalyst is C1COCC1. The product is [CH3:1][O:2][C:3](=[O:13])[CH:4]([C:5]1[C:6]([Cl:12])=[N:7][CH:8]=[N:9][C:10]=1[Cl:11])[CH3:14]. The yield is 0.830.